From a dataset of Oral bioavailability binary classification data from Ma et al.. Regression/Classification. Given a drug SMILES string, predict its absorption, distribution, metabolism, or excretion properties. Task type varies by dataset: regression for continuous measurements (e.g., permeability, clearance, half-life) or binary classification for categorical outcomes (e.g., BBB penetration, CYP inhibition). Dataset: bioavailability_ma. (1) The compound is CC1(C)S[C@@H]2[C@H](NC(=O)[C@H](N)c3ccccc3)C(=O)N2[C@H]1C(=O)O. The result is 1 (high bioavailability). (2) The compound is O=C(CCCN1CCC(n2c(O)nc3ccccc32)CC1)c1ccc(F)cc1. The result is 1 (high bioavailability). (3) The result is 1 (high bioavailability). The compound is CCOC(=O)[C@H](CCc1ccccc1)N[C@H]1CCCN2CCC[C@@H](C(=O)O)N2C1=O.